Dataset: Full USPTO retrosynthesis dataset with 1.9M reactions from patents (1976-2016). Task: Predict the reactants needed to synthesize the given product. Given the product [F:1][C:2]1[C:3]([OH:12])=[C:4]([CH:8]=[C:9]([F:11])[CH:10]=1)[C:5]([Cl:15])=[O:6], predict the reactants needed to synthesize it. The reactants are: [F:1][C:2]1[CH:10]=[C:9]([F:11])[CH:8]=[C:4]([C:5](O)=[O:6])[C:3]=1[OH:12].S(Cl)([Cl:15])=O.CN(C=O)C.